This data is from Experimentally validated miRNA-target interactions with 360,000+ pairs, plus equal number of negative samples. The task is: Binary Classification. Given a miRNA mature sequence and a target amino acid sequence, predict their likelihood of interaction. The miRNA is hsa-miR-3909 with sequence UGUCCUCUAGGGCCUGCAGUCU. The protein sequence of the target gene is MLVSGRRRLLTVLLQAQKWPFQPSRDMRLVQFRAPHLVGPHLGLETGNGGGVINLNAFDPTLPKTMTQFLEQGEATLSVARRALAAQLPVLPRSEVTFLAPVTRPDKVVCVGMNYVDHCKEQNVPVPKEPIIFSKFASSIVGPYDEVVLPPQSQEVDWEVELAVVIGKKGKHIKATDAMAHVAGFTVAHDVSARDWQMRRNGKQWLLGKTFDTFCPLGPALVTKDSVADPHNLKICCRVNGEVVQSGNTNQMVFKTEDLIAWVSQFVTFYPGDVILTGTPPGVGVFRKPPVFLKKGDEVQ.... Result: 1 (interaction).